From a dataset of Reaction yield outcomes from USPTO patents with 853,638 reactions. Predict the reaction yield, written as a fraction of the theoretical maximum amount of product (1.0 means a 100% yield; for example, 0.34 means a 34% yield). (1) The reactants are C(OC([NH:8][C:9]1[CH:10]=[CH:11][C:12](I)=[C:13]([NH:15][C:16](=[O:19])[O:17][CH3:18])[CH:14]=1)=O)(C)(C)C.[NH2:21][C:22]1C=C(NC(=O)OC(C)(C)C)C=CC=1I.C(=O)([O-])O.[Na+].C(Cl)(=O)OC. The catalyst is C1COCC1. The product is [NH2:8][C:9]1[CH:10]=[CH:11][C:12]([C:22]#[N:21])=[C:13]([NH:15][C:16](=[O:19])[O:17][CH3:18])[CH:14]=1. The yield is 0.840. (2) The reactants are [Cl:1][C:2]1[CH:11]=[C:10]([CH:12]([O:14][C:15]2[CH:20]=[CH:19][CH:18]=[CH:17][CH:16]=2)[CH3:13])[CH:9]=[CH:8][C:3]=1[C:4]([O:6]C)=[O:5].O.[OH-].[Li+].O.CO. The catalyst is O1CCCC1. The product is [Cl:1][C:2]1[CH:11]=[C:10]([CH:12]([O:14][C:15]2[CH:20]=[CH:19][CH:18]=[CH:17][CH:16]=2)[CH3:13])[CH:9]=[CH:8][C:3]=1[C:4]([OH:6])=[O:5]. The yield is 0.710. (3) The reactants are Cl[C:2]1[C:7]([CH:8]=[O:9])=[C:6]([Cl:10])[N:5]=[C:4]([S:11][CH3:12])[N:3]=1.[F:13][C:14]1[CH:20]=[CH:19][CH:18]=[C:17]([F:21])[C:15]=1[NH2:16].CCN(CC)CC.O. The catalyst is C(Cl)(Cl)Cl. The product is [Cl:10][C:6]1[C:7]([CH:8]=[O:9])=[C:2]([NH:16][C:15]2[C:14]([F:13])=[CH:20][CH:19]=[CH:18][C:17]=2[F:21])[N:3]=[C:4]([S:11][CH3:12])[N:5]=1. The yield is 0.760. (4) The reactants are [CH2:1]([C:5]1[N:6]([CH2:10][C:11]2[CH:16]=[CH:15][CH:14]=[CH:13][C:12]=2[Cl:17])[CH:7]=[CH:8][N:9]=1)[CH2:2][CH2:3][CH3:4].C=O.[C:20]([O-])(=[O:22])C.[Na+]. The catalyst is C(O)(=O)C. The product is [CH2:1]([C:5]1[N:6]([CH2:10][C:11]2[CH:16]=[CH:15][CH:14]=[CH:13][C:12]=2[Cl:17])[C:7]([CH2:20][OH:22])=[CH:8][N:9]=1)[CH2:2][CH2:3][CH3:4]. The yield is 0.410. (5) The reactants are [CH2:1]([C:5]1[C:13](=O)[N:12]2[C:8]([NH:9][C:10]3[CH:18]=[CH:17][CH:16]=[CH:15][C:11]=32)=[C:7]([C:19]#[N:20])[C:6]=1[CH:21]1[CH2:23][CH2:22]1)[CH2:2][CH2:3][CH3:4].P(Cl)(Cl)([Cl:26])=O. No catalyst specified. The product is [CH2:1]([C:5]1[C:6]([CH:21]2[CH2:23][CH2:22]2)=[C:7]([C:19]#[N:20])[C:8]2[N:12]([C:13]=1[Cl:26])[C:11]1[CH:15]=[CH:16][CH:17]=[CH:18][C:10]=1[N:9]=2)[CH2:2][CH2:3][CH3:4]. The yield is 0.710. (6) The reactants are [N:1]1[CH:6]=[CH:5][CH:4]=[CH:3][C:2]=1[S:7][S:8][CH2:9][CH2:10][CH2:11][C:12]([OH:14])=[O:13].N1C=CC=CC=1SSC1C=CC=CN=1.[S:29](Cl)(=[O:32])(=[O:31])[OH:30].[OH-].[Na+]. The catalyst is ClCCCl.CCOC(C)=O.CCCCCC. The product is [N:1]1[CH:6]=[CH:5][CH:4]=[CH:3][C:2]=1[S:7][S:8][CH2:9][CH2:10][CH:11]([S:29]([OH:32])(=[O:31])=[O:30])[C:12]([OH:14])=[O:13]. The yield is 0.302.